From a dataset of Reaction yield outcomes from USPTO patents with 853,638 reactions. Predict the reaction yield, written as a fraction of the theoretical maximum amount of product (1.0 means a 100% yield; for example, 0.34 means a 34% yield). (1) The reactants are [F:1][C:2]([F:20])([F:19])[C:3](O)=[CH:4][C:5]([C:7]1[CH:17]=[CH:16][C:10]2[O:11][CH2:12][C:13](=[O:15])[NH:14][C:9]=2[CH:8]=1)=O.Cl.[CH2:22]([C:25]1[CH:30]=[CH:29][C:28]([NH:31][NH2:32])=[CH:27][CH:26]=1)[CH2:23][CH3:24]. No catalyst specified. The product is [CH2:22]([C:25]1[CH:30]=[CH:29][C:28]([N:31]2[C:5]([C:7]3[CH:17]=[CH:16][C:10]4[O:11][CH2:12][C:13](=[O:15])[NH:14][C:9]=4[CH:8]=3)=[CH:4][C:3]([C:2]([F:20])([F:19])[F:1])=[N:32]2)=[CH:27][CH:26]=1)[CH2:23][CH3:24]. The yield is 0.780. (2) The reactants are [F:1][C:2]1[CH:7]=[CH:6][C:5]([C@@H:8]2[CH2:13][C@H:12]([OH:14])[CH2:11][CH2:10][N:9]2[C:15]([O:17][C:18]([CH3:21])([CH3:20])[CH3:19])=[O:16])=[CH:4][CH:3]=1.[CH3:22][S:23](Cl)(=[O:25])=[O:24].C(N(C(C)C)CC)(C)C. The catalyst is O1CCCC1.CN(C)C1C=CN=CC=1.C(OCC)(=O)C. The product is [F:1][C:2]1[CH:3]=[CH:4][C:5]([C@@H:8]2[CH2:13][C@H:12]([O:14][S:23]([CH3:22])(=[O:25])=[O:24])[CH2:11][CH2:10][N:9]2[C:15]([O:17][C:18]([CH3:21])([CH3:20])[CH3:19])=[O:16])=[CH:6][CH:7]=1. The yield is 0.880. (3) The reactants are Cl.CN(C)CCCN=C=NCC.OC1C=CC=C[N+]=1[O-].[Cl:21][C:22]1[CH:23]=[C:24]([N:39]2[CH:43]=[N:42][C:41]([C:44](O)=[O:45])=[N:40]2)[CH:25]=[C:26]([Cl:38])[C:27]=1[O:28][CH2:29][C:30]1[CH:35]=[CH:34][C:33]([O:36][CH3:37])=[CH:32][CH:31]=1.[NH2:47][CH2:48][C:49]1[CH:54]=[CH:53][C:52]([OH:55])=[CH:51][CH:50]=1. The catalyst is N1C=CC=CC=1. The product is [Cl:21][C:22]1[CH:23]=[C:24]([N:39]2[CH:43]=[N:42][C:41]([C:44]([NH:47][CH2:48][C:49]3[CH:54]=[CH:53][C:52]([OH:55])=[CH:51][CH:50]=3)=[O:45])=[N:40]2)[CH:25]=[C:26]([Cl:38])[C:27]=1[O:28][CH2:29][C:30]1[CH:35]=[CH:34][C:33]([O:36][CH3:37])=[CH:32][CH:31]=1. The yield is 0.520. (4) The reactants are Br[C:2]1[CH:3]=[N:4][CH:5]=[C:6]([CH:12]=1)[C:7]([O:9][CH2:10][CH3:11])=[O:8].C(N(CC)CC)C.[C:20]1([C:26]#[CH:27])[CH:25]=[CH:24][CH:23]=[CH:22][CH:21]=1. The catalyst is C(OCC)(=O)C.[Cu](I)I. The product is [CH2:10]([O:9][C:7](=[O:8])[C:6]1[CH:12]=[C:2]([C:27]#[C:26][C:20]2[CH:25]=[CH:24][CH:23]=[CH:22][CH:21]=2)[CH:3]=[N:4][CH:5]=1)[CH3:11]. The yield is 1.00. (5) The reactants are [CH:1]1([S:4]([C:7]2[C:22]([F:23])=[CH:21][C:20]([N+:24]([O-])=O)=[CH:19][C:8]=2[CH2:9][N:10](C)[C:11](=O)OC(C)(C)C)(=[O:6])=[O:5])[CH2:3][CH2:2]1.O1CCOCC1.[ClH:33]. The catalyst is CO.[Pd]. The product is [ClH:33].[CH:1]1([S:4]([C:7]2[C:8]([CH2:9][NH:10][CH3:11])=[CH:19][C:20]([NH2:24])=[CH:21][C:22]=2[F:23])(=[O:6])=[O:5])[CH2:2][CH2:3]1. The yield is 1.00. (6) The reactants are [Si]([O:8][CH2:9][C:10]1[CH:11]=[C:12]([C:15]([C:17]2[C:18]([Cl:23])=[N:19][CH:20]=[N:21][CH:22]=2)=[O:16])[S:13][CH:14]=1)(C(C)(C)C)(C)C. The catalyst is Cl.CCO. The product is [Cl:23][C:18]1[C:17]([C:15]([C:12]2[S:13][CH:14]=[C:10]([CH2:9][OH:8])[CH:11]=2)=[O:16])=[CH:22][N:21]=[CH:20][N:19]=1. The yield is 0.625.